Dataset: Full USPTO retrosynthesis dataset with 1.9M reactions from patents (1976-2016). Task: Predict the reactants needed to synthesize the given product. (1) Given the product [CH2:1]([N:8]1[CH2:13][CH2:12][N:11]([C:14](=[O:35])[CH2:15][N:16]([CH3:34])[C:17]2[CH:22]=[CH:21][C:20]([O:23][C:24]3[N:25]=[CH:26][C:27]([NH:30][C:49](=[O:50])[C:48]4[CH:52]=[CH:53][C:45]([C:44]([F:43])([F:54])[F:55])=[CH:46][CH:47]=4)=[CH:28][CH:29]=3)=[C:19]([CH3:33])[CH:18]=2)[CH2:10][CH2:9]1)[C:2]1[CH:7]=[CH:6][CH:5]=[CH:4][CH:3]=1, predict the reactants needed to synthesize it. The reactants are: [CH2:1]([N:8]1[CH2:13][CH2:12][N:11]([C:14](=[O:35])[CH2:15][N:16]([CH3:34])[C:17]2[CH:22]=[CH:21][C:20]([O:23][C:24]3[CH:29]=[CH:28][C:27]([N+:30]([O-])=O)=[CH:26][N:25]=3)=[C:19]([CH3:33])[CH:18]=2)[CH2:10][CH2:9]1)[C:2]1[CH:7]=[CH:6][CH:5]=[CH:4][CH:3]=1.C(N(CC)CC)C.[F:43][C:44]([F:55])([F:54])[C:45]1[CH:53]=[CH:52][C:48]([C:49](Cl)=[O:50])=[CH:47][CH:46]=1.C(=O)(O)[O-].[Na+]. (2) Given the product [CH2:28]([C:25]1[C:24]([I:30])=[CH:23][C:22]2[C:19]([CH3:21])([CH3:20])[C:6]3[NH:5][C:13]4[C:8]([C:7]=3[C:16](=[O:17])[C:27]=2[CH:26]=1)=[CH:9][CH:10]=[C:11]([C:14]#[N:15])[CH:12]=4)[CH3:29], predict the reactants needed to synthesize it. The reactants are: C([N:5]1[C:13]2[C:8](=[CH:9][CH:10]=[C:11]([C:14]#[N:15])[CH:12]=2)[C:7]([C:16](O)=[O:17])=[C:6]1[C:19]([C:22]1[CH:27]=[CH:26][C:25]([CH2:28][CH3:29])=[C:24]([I:30])[CH:23]=1)([CH3:21])[CH3:20])(C)(C)C.